From a dataset of Catalyst prediction with 721,799 reactions and 888 catalyst types from USPTO. Predict which catalyst facilitates the given reaction. (1) Reactant: [N+:1]([C:4]1[CH:25]=[CH:24][C:7]([CH2:8][N:9]2[C:17]3[C:12](=[CH:13][CH:14]=[CH:15][CH:16]=3)[C:11]([CH2:18][C:19]([O:21][CH2:22][CH3:23])=[O:20])=[N:10]2)=[CH:6][CH:5]=1)([O-])=O.C(OCC)(=O)C. Product: [NH2:1][C:4]1[CH:5]=[CH:6][C:7]([CH2:8][N:9]2[C:17]3[C:12](=[CH:13][CH:14]=[CH:15][CH:16]=3)[C:11]([CH2:18][C:19]([O:21][CH2:22][CH3:23])=[O:20])=[N:10]2)=[CH:24][CH:25]=1. The catalyst class is: 19. (2) Reactant: [CH3:1][S:2]([O-:5])(=[O:4])=[O:3].[CH3:6][N:7]([CH3:20])[C:8]1[CH:9]=[C:10]2[C:15](=[CH:16][CH:17]=1)[N+:14]([CH3:18])=[C:13]([CH3:19])[CH:12]=[CH:11]2.[CH2:21]([O:28][C:29]1[CH:36]=[CH:35][C:32]([CH:33]=O)=[CH:31][C:30]=1[Cl:37])[C:22]1[CH:27]=[CH:26][CH:25]=[CH:24][CH:23]=1.N1CCCCC1. Product: [CH3:1][S:2]([O-:5])(=[O:4])=[O:3].[CH2:21]([O:28][C:29]1[CH:36]=[CH:35][C:32]([CH:33]=[CH:19][C:13]2[CH:12]=[CH:11][C:10]3[C:15](=[CH:16][CH:17]=[C:8]([N:7]([CH3:20])[CH3:6])[CH:9]=3)[N+:14]=2[CH3:18])=[CH:31][C:30]=1[Cl:37])[C:22]1[CH:23]=[CH:24][CH:25]=[CH:26][CH:27]=1. The catalyst class is: 51. (3) Reactant: [C:1]1([CH2:7][O:8][C:9]([N:11]2[CH2:15][CH2:14][CH2:13][C@@H:12]2[C:16]([OH:18])=O)=[O:10])[CH:6]=[CH:5][CH:4]=[CH:3][CH:2]=1.Cl.CN.C1C=CC2N(O)N=[N:28][C:26]=2C=1.C(N(CC)CC)C. Product: [CH3:26][NH:28][C:16]([C@H:12]1[CH2:13][CH2:14][CH2:15][N:11]1[C:9]([O:8][CH2:7][C:1]1[CH:6]=[CH:5][CH:4]=[CH:3][CH:2]=1)=[O:10])=[O:18]. The catalyst class is: 34. (4) Reactant: [CH:1]1[C:9]2[C:8]3[CH:10]=[CH:11][CH:12]=[CH:13][C:7]=3[S:6][C:5]=2[C:4]([C:14]([C:28]2[CH:33]=[CH:32][CH:31]=[CH:30][CH:29]=2)([C:22]2[CH:27]=[CH:26][CH:25]=[CH:24][CH:23]=2)[C:15]2[CH:20]=[CH:19][C:18]([OH:21])=[CH:17][CH:16]=2)=[CH:3][CH:2]=1.N1C=CC=CC=1.[F:40][C:41]([F:54])([F:53])[S:42](O[S:42]([C:41]([F:54])([F:53])[F:40])(=[O:44])=[O:43])(=[O:44])=[O:43]. Product: [F:40][C:41]([F:54])([F:53])[S:42]([O:21][C:18]1[CH:19]=[CH:20][C:15]([C:14]([C:4]2[C:5]3[S:6][C:7]4[CH:13]=[CH:12][CH:11]=[CH:10][C:8]=4[C:9]=3[CH:1]=[CH:2][CH:3]=2)([C:28]2[CH:33]=[CH:32][CH:31]=[CH:30][CH:29]=2)[C:22]2[CH:23]=[CH:24][CH:25]=[CH:26][CH:27]=2)=[CH:16][CH:17]=1)(=[O:44])=[O:43]. The catalyst class is: 2.